Dataset: P-glycoprotein inhibition data for predicting drug efflux from Broccatelli et al.. Task: Regression/Classification. Given a drug SMILES string, predict its absorption, distribution, metabolism, or excretion properties. Task type varies by dataset: regression for continuous measurements (e.g., permeability, clearance, half-life) or binary classification for categorical outcomes (e.g., BBB penetration, CYP inhibition). Dataset: pgp_broccatelli. (1) The drug is CC(C)CN(C[C@@H](O)[C@@H](Cc1ccccc1)NC(=O)O[C@H]1CCOC1)S(=O)(=O)c1ccc(N)cc1. The result is 0 (non-inhibitor). (2) The result is 0 (non-inhibitor). The compound is NCC[C@H](O)C(=O)N[C@@H]1C[C@@H](N)[C@H](O[C@H]2O[C@H](CN)[C@@H](O)[C@H](O)[C@@H]2O)[C@H](O)[C@H]1O[C@@H]1O[C@@H](CO)[C@H](O)[C@H](N)[C@@H]1O. (3) The drug is O=C(CCc1ccccc1)c1ccccc1OC[C@@H](O)CNc1ccc([N+](=O)[O-])cc1. The result is 1 (inhibitor). (4) The drug is CCN(CC)CCNC(=O)c1cc(Cl)c(N)cc1OC. The result is 0 (non-inhibitor). (5) The molecule is NCCCCCCNS(=O)(=O)c1cccc2c(Cl)cccc12. The result is 0 (non-inhibitor). (6) The molecule is C[C@@H]1c2ccccc2O[C@H]1C(=O)N1CCCCC1. The result is 0 (non-inhibitor). (7) The molecule is O=C(CCc1ccccc1)c1ccccc1OC[C@H](O)CNc1ccccc1. The result is 1 (inhibitor). (8) The molecule is CN(C)CCO[C@H](c1ccc(Cl)cc1)c1ccccn1. The result is 0 (non-inhibitor). (9) The molecule is N#Cc1c2n(c3c(N4CCN(CCc5ccccc5)CC4)nc(-c4ccccc4)nc13)CCCC2. The result is 1 (inhibitor).